This data is from Full USPTO retrosynthesis dataset with 1.9M reactions from patents (1976-2016). The task is: Predict the reactants needed to synthesize the given product. (1) Given the product [CH3:27][C:28]1[C:32]([C:2]2[CH:3]=[C:4]3[C:9](=[CH:10][CH:11]=2)[NH:8][C:7](=[O:12])[N:6]([CH2:13][CH:14]2[CH2:19][CH2:18][N:17]([CH3:20])[CH2:16][CH2:15]2)[CH:5]3[C:21]2[CH:26]=[CH:25][CH:24]=[CH:23][CH:22]=2)=[C:31]([CH3:36])[O:30][N:29]=1, predict the reactants needed to synthesize it. The reactants are: Br[C:2]1[CH:3]=[C:4]2[C:9](=[CH:10][CH:11]=1)[NH:8][C:7](=[O:12])[N:6]([CH2:13][CH:14]1[CH2:19][CH2:18][N:17]([CH3:20])[CH2:16][CH2:15]1)[CH:5]2[C:21]1[CH:26]=[CH:25][CH:24]=[CH:23][CH:22]=1.[CH3:27][C:28]1[C:32](B(O)O)=[C:31]([CH3:36])[O:30][N:29]=1.C([O-])([O-])=O.[Na+].[Na+].CO. (2) The reactants are: [CH3:1][C:2]1[CH2:7][CH2:6][C@H:5]([C:8]([OH:10])=O)[CH2:4][CH:3]=1.C1(C)C=CC=CC=1.[O-]P([O-])([O-])=O.[K+].[K+].[K+].C(Cl)(=O)C([Cl:29])=O. Given the product [CH3:1][C:2]1[CH2:7][CH2:6][CH:5]([C:8]([Cl:29])=[O:10])[CH2:4][CH:3]=1, predict the reactants needed to synthesize it. (3) Given the product [Br:12][C:11]1[C:6]([NH2:5])=[C:7]([I:1])[C:8]([CH3:13])=[N:9][CH:10]=1, predict the reactants needed to synthesize it. The reactants are: [I-:1].[K+].II.[NH2:5][C:6]1[C:11]([Br:12])=[CH:10][N:9]=[C:8]([CH3:13])[CH:7]=1.C(=O)([O-])[O-].[Na+].[Na+]. (4) Given the product [F:37][C:35]1[CH:36]=[C:31]([CH2:30][N:11]2[C:12]3[C:13](=[O:14])[N:5]([CH2:4][CH2:3][CH2:2][OH:1])[C:6](=[O:28])[N:7]([CH3:27])[C:8]=3[N:9]=[C:10]2[O:15][C:16]2[CH:21]=[CH:20][CH:19]=[C:18]([O:22][C:23]([F:25])([F:26])[F:24])[CH:17]=2)[CH:32]=[N:33][CH:34]=1, predict the reactants needed to synthesize it. The reactants are: [OH:1][CH2:2][CH2:3][CH2:4][N:5]1[C:13](=[O:14])[C:12]2[NH:11][C:10]([O:15][C:16]3[CH:21]=[CH:20][CH:19]=[C:18]([O:22][C:23]([F:26])([F:25])[F:24])[CH:17]=3)=[N:9][C:8]=2[N:7]([CH3:27])[C:6]1=[O:28].Cl[CH2:30][C:31]1[CH:32]=[N:33][CH:34]=[C:35]([F:37])[CH:36]=1.C(=O)([O-])[O-].[K+].[K+]. (5) Given the product [CH3:1][O:2][C:3]1[N:8]=[C:7]([C:9]2([CH2:13][NH2:14])[CH2:12][CH2:11][CH2:10]2)[CH:6]=[CH:5][CH:4]=1, predict the reactants needed to synthesize it. The reactants are: [CH3:1][O:2][C:3]1[N:8]=[C:7]([C:9]2([C:13]#[N:14])[CH2:12][CH2:11][CH2:10]2)[CH:6]=[CH:5][CH:4]=1.[H-].[Al+3].[Li+].[H-].[H-].[H-].O.[OH-].[Na+]. (6) Given the product [F:26][C:22]1[CH:21]=[C:20]2[C:25]([C:17]([C:14]3[CH:15]=[CH:16][C:8]4[S:7](=[O:35])(=[O:34])[N:6]([CH2:5][C:4]([NH:38][CH3:37])=[O:36])[CH:10]([CH2:11][OH:12])[C:9]=4[CH:13]=3)=[CH:18][NH:19]2)=[CH:24][CH:23]=1, predict the reactants needed to synthesize it. The reactants are: C(O[C:4](=[O:36])[CH2:5][N:6]1[CH:10]([CH2:11][OH:12])[C:9]2[CH:13]=[C:14]([C:17]3[C:25]4[C:20](=[CH:21][C:22]([F:26])=[CH:23][CH:24]=4)[N:19](C(OC(C)(C)C)=O)[CH:18]=3)[CH:15]=[CH:16][C:8]=2[S:7]1(=[O:35])=[O:34])C.[CH3:37][NH2:38].CCO.